The task is: Predict the product of the given reaction.. This data is from Forward reaction prediction with 1.9M reactions from USPTO patents (1976-2016). (1) Given the reactants [Cl:1][C:2]1[CH:3]=[C:4]([C:24]#[C:25][CH2:26][N:27]2[CH2:32][CH2:31][N:30]([CH3:33])[CH2:29][CH2:28]2)[CH:5]=[C:6]2[C:10]=1[C:9](=[O:11])[N:8]([CH2:12][C:13]1[CH:18]=[CH:17][C:16]([O:19][C:20]([F:23])([F:22])[F:21])=[CH:15][CH:14]=1)[CH2:7]2.[H][H].C(Cl)(Cl)Cl.CO, predict the reaction product. The product is: [Cl:1][C:2]1[CH:3]=[C:4]([CH2:24][CH2:25][CH2:26][N:27]2[CH2:32][CH2:31][N:30]([CH3:33])[CH2:29][CH2:28]2)[CH:5]=[C:6]2[C:10]=1[C:9](=[O:11])[N:8]([CH2:12][C:13]1[CH:14]=[CH:15][C:16]([O:19][C:20]([F:23])([F:22])[F:21])=[CH:17][CH:18]=1)[CH2:7]2. (2) Given the reactants [NH2:1][C:2]1[CH:3]=[CH:4][C:5]2[C:11]([CH3:13])([CH3:12])[CH2:10][CH2:9][C:8](=[O:14])[N:7]([CH2:15][CH2:16][O:17][CH3:18])[C:6]=2[CH:19]=1.Cl[C:21]1[N:26]=[C:25]([NH:27][C:28]2[CH:37]=[CH:36][CH:35]=[CH:34][C:29]=2[C:30]([NH:32][CH3:33])=[O:31])[C:24]([Cl:38])=[CH:23][N:22]=1, predict the reaction product. The product is: [Cl:38][C:24]1[C:25]([NH:27][C:28]2[CH:37]=[CH:36][CH:35]=[CH:34][C:29]=2[C:30]([NH:32][CH3:33])=[O:31])=[N:26][C:21]([NH:1][C:2]2[CH:3]=[CH:4][C:5]3[C:11]([CH3:13])([CH3:12])[CH2:10][CH2:9][C:8](=[O:14])[N:7]([CH2:15][CH2:16][O:17][CH3:18])[C:6]=3[CH:19]=2)=[N:22][CH:23]=1. (3) Given the reactants Br[C:2]1[CH:28]=[CH:27][C:5]2[C:6]3[C:10]([CH2:11][CH2:12][O:13][C:4]=2[CH:3]=1)=[CH:9][N:8]([C:14]1[N:15]([C:19]2[CH:24]=[CH:23][C:22]([F:25])=[CH:21][C:20]=2[F:26])[N:16]=[CH:17][N:18]=1)[N:7]=3.ClC1N(C2C=CC(F)=CC=2F)N=CN=1.[Br:43]C1C=CC2OCCC3C(=NNC=3)C=2C=1.C(OCC)(=O)C, predict the reaction product. The product is: [Br:43][C:28]1[CH:2]=[CH:3][C:4]2[O:13][CH2:12][CH2:11][C:10]3[C:6](=[N:7][N:8]([C:14]4[N:15]([C:19]5[CH:24]=[CH:23][C:22]([F:25])=[CH:21][C:20]=5[F:26])[N:16]=[CH:17][N:18]=4)[CH:9]=3)[C:5]=2[CH:27]=1. (4) Given the reactants [H-].[Na+].[I:3][C:4]1[CH:11]=[CH:10][CH:9]=[CH:8][C:5]=1[CH2:6][OH:7].[F:12][C:13]1[CH:20]=[CH:19][CH:18]=[C:17](F)[C:14]=1[C:15]#[N:16], predict the reaction product. The product is: [F:12][C:13]1[CH:20]=[CH:19][CH:18]=[C:17]([O:7][CH2:6][C:5]2[CH:8]=[CH:9][CH:10]=[CH:11][C:4]=2[I:3])[C:14]=1[C:15]#[N:16]. (5) The product is: [F:34][C:35]1[CH:36]=[C:37]([C:42]2[CH:43]=[C:44]([CH2:53][N:11]3[CH2:12][CH2:13][N:8]([CH3:6])[CH2:9][CH2:10]3)[C:45](=[O:52])[N:46]([CH2:48][CH:49]([CH3:51])[CH3:50])[N:47]=2)[CH:38]=[CH:39][C:40]=1[F:41]. Given the reactants C(O[C:6]([N:8]1[CH2:13][CH2:12][N:11](C2C(=O)N(CC(C)C)N=C(C3C=CC(C)=C(F)C=3)C=2C)[CH2:10][CH2:9]1)=O)(C)(C)C.[F:34][C:35]1[CH:36]=[C:37]([C:42]2[CH:43]=[C:44]([CH2:53]OS(C)(=O)=O)[C:45](=[O:52])[N:46]([CH2:48][CH:49]([CH3:51])[CH3:50])[N:47]=2)[CH:38]=[CH:39][C:40]=1[F:41].CN1CCNCC1, predict the reaction product.